From a dataset of Full USPTO retrosynthesis dataset with 1.9M reactions from patents (1976-2016). Predict the reactants needed to synthesize the given product. (1) The reactants are: [H-].[Al+3].[Li+].[H-].[H-].[H-].[C:7](OC)(=[O:21])[CH2:8][CH2:9][CH2:10][CH2:11][CH2:12][CH2:13]/[CH:14]=[CH:15]\[CH2:16][CH2:17][CH2:18][CH2:19][CH3:20].O.[OH-].[Na+]. Given the product [CH2:7]([OH:21])[CH2:8][CH2:9][CH2:10][CH2:11][CH2:12][CH2:13]/[CH:14]=[CH:15]\[CH2:16][CH2:17][CH2:18][CH2:19][CH3:20], predict the reactants needed to synthesize it. (2) The reactants are: C([O:3][C:4](=[O:38])[CH2:5][NH:6][C:7]([C:9]1[C:14]([O:15]CC2C=CC=CC=2)=[C:13]([CH3:23])[N:12]=[C:11]([CH2:24][CH:25]2[CH2:30][CH2:29][N:28]([C:31]3[CH:36]=[CH:35][C:34](Br)=[CH:33][N:32]=3)[CH2:27][CH2:26]2)[N:10]=1)=[O:8])C.Br[C:40]1[CH:54]=[CH:53][C:43]([CH2:44][O:45][Si](C(C)(C)C)(C)C)=[C:42]([F:55])[CH:41]=1. Given the product [F:55][C:42]1[CH:41]=[C:40]([C:34]2[CH:35]=[CH:36][C:31]([N:28]3[CH2:27][CH2:26][CH:25]([CH2:24][C:11]4[N:10]=[C:9]([C:7]([NH:6][CH2:5][C:4]([OH:3])=[O:38])=[O:8])[C:14]([OH:15])=[C:13]([CH3:23])[N:12]=4)[CH2:30][CH2:29]3)=[N:32][CH:33]=2)[CH:54]=[CH:53][C:43]=1[CH2:44][OH:45], predict the reactants needed to synthesize it. (3) Given the product [C:2]([CH:3]([CH:18]([CH2:24][CH2:25][CH3:26])[C:19]([O:21][CH2:22][CH3:23])=[O:20])[C:4]([O:6][CH2:7][CH3:8])=[O:5])(=[O:1])[CH2:9][CH3:10], predict the reactants needed to synthesize it. The reactants are: [O:1]=[C:2]([CH2:9][CH3:10])[CH2:3][C:4]([O:6][CH2:7][CH3:8])=[O:5].C(=O)([O-])[O-].[K+].[K+].Br[CH:18]([CH2:24][CH2:25][CH3:26])[C:19]([O:21][CH2:22][CH3:23])=[O:20].Cl. (4) Given the product [Br:7][C:6]1[CH:5]=[C:4]([N:19]([C:10]2[CH:11]=[CH:12][C:13]3[C:18](=[CH:17][CH:16]=[CH:15][CH:14]=3)[CH:9]=2)[C:20]2[CH:29]=[CH:28][C:27]3[C:22](=[CH:23][CH:24]=[CH:25][CH:26]=3)[CH:21]=2)[S:3][C:2]=1[N:19]([C:43]1[CH:44]=[CH:45][C:46]2[C:47](=[CH:14][CH:13]=[CH:12][CH:11]=2)[CH:48]=1)[C:10]1[CH:9]=[CH:18][C:52]2[C:50](=[CH:51][CH:17]=[CH:16][CH:15]=2)[CH:49]=1, predict the reactants needed to synthesize it. The reactants are: Br[C:2]1[S:3][C:4](Br)=[CH:5][C:6]=1[Br:7].[CH:9]1[C:18]2[C:13](=[CH:14][CH:15]=[CH:16][CH:17]=2)[CH:12]=[CH:11][C:10]=1[NH:19][C:20]1[CH:29]=[CH:28][C:27]2[C:22](=[CH:23][CH:24]=[CH:25][CH:26]=2)[CH:21]=1.[CH:43]1[CH:48]=[CH:47][C:46](P([C:43]2[CH:48]=[CH:47][CH:46]=[CH:45][CH:44]=2)[C:43]2[CH:48]=[CH:47][CH:46]=[CH:45][CH:44]=2)=[CH:45][CH:44]=1.[CH3:49][C:50]([O-])([CH3:52])[CH3:51].[Na+]. (5) Given the product [N:11]1[C:10]2[NH:14][CH:15]=[CH:16][C:9]=2[C:8]([C:7]2[C:2]([NH:17][C:18]3[C:19]([F:32])=[C:20]([NH:25][S:26]([CH2:29][CH2:30][CH3:31])(=[O:28])=[O:27])[CH:21]=[CH:22][C:23]=3[F:24])=[N:3][CH:4]=[CH:5][CH:6]=2)=[N:13][CH:12]=1, predict the reactants needed to synthesize it. The reactants are: F[C:2]1[C:7]([C:8]2[C:9]3[CH:16]=[CH:15][NH:14][C:10]=3[N:11]=[CH:12][N:13]=2)=[CH:6][CH:5]=[CH:4][N:3]=1.[NH2:17][C:18]1[C:19]([F:32])=[C:20]([NH:25][S:26]([CH2:29][CH2:30][CH3:31])(=[O:28])=[O:27])[CH:21]=[CH:22][C:23]=1[F:24].Cl. (6) Given the product [CH3:1][O:2][C:3]1[CH:4]=[C:5]([CH:21]=[CH:22][C:23]=1[O:24][CH3:25])[CH2:6][CH:7]1[C:16]2[C:11](=[CH:12][C:13]([O:19][CH3:20])=[CH:14][C:15]=2[O:17][CH3:18])[CH2:10][CH2:9][N:8]1[CH2:27][C:28]([NH:31][C@H:32]1[C:40]2[C:35](=[CH:36][CH:37]=[CH:38][CH:39]=2)[CH2:34][CH2:33]1)=[O:29], predict the reactants needed to synthesize it. The reactants are: [CH3:1][O:2][C:3]1[CH:4]=[C:5]([CH:21]=[CH:22][C:23]=1[O:24][CH3:25])[CH2:6][CH:7]1[C:16]2[C:11](=[CH:12][C:13]([O:19][CH3:20])=[CH:14][C:15]=2[O:17][CH3:18])[CH2:10][CH2:9][NH:8]1.Br[CH2:27][C:28](Br)=[O:29].[NH2:31][C@H:32]1[C:40]2[C:35](=[CH:36][CH:37]=[CH:38][CH:39]=2)[CH2:34][CH2:33]1. (7) Given the product [CH3:1][C:2]1[C:25]([CH3:26])=[CH:24][CH:23]=[CH:22][C:3]=1[O:4][C@H:5]1[CH2:10][CH2:9][NH:8][CH2:7][C@H:6]1[OH:21], predict the reactants needed to synthesize it. The reactants are: [CH3:1][C:2]1[C:25]([CH3:26])=[CH:24][CH:23]=[CH:22][C:3]=1[O:4][C@H:5]1[CH2:10][CH2:9][N:8](C(OCC2C=CC=CC=2)=O)[CH2:7][C@H:6]1[OH:21].[H][H].C(OCC)C. (8) Given the product [Br:9][C:5]1[CH:6]=[C:7]([C:13]2[CH:12]=[C:11]([Br:10])[CH:16]=[CH:15][C:14]=2[O:20][CH3:21])[C:2]([NH2:1])=[N:3][CH:4]=1, predict the reactants needed to synthesize it. The reactants are: [NH2:1][C:2]1[C:7](I)=[CH:6][C:5]([Br:9])=[CH:4][N:3]=1.[Br:10][C:11]1[CH:12]=[CH:13][C:14]([O:20][CH3:21])=[C:15](B(O)O)[CH:16]=1.C(=O)([O-])[O-].[K+].[K+].C1(C)C=CC=CC=1. (9) The reactants are: FC(F)(F)C(=O)CC#N.Cl.[CH2:11]([O:13][C:14](=[NH:22])[CH2:15][C:16](=[O:21])[C:17]([F:20])([F:19])[F:18])[CH3:12].[Cl:23][C:24]1[CH:29]=[CH:28][C:27]([N:30]=[C:31]=[O:32])=[CH:26][CH:25]=1. Given the product [Cl:23][C:24]1[CH:29]=[CH:28][C:27]([NH:30][C:31]([NH:22][C:14]([O:13][CH2:11][CH3:12])=[CH:15][C:16](=[O:21])[C:17]([F:20])([F:18])[F:19])=[O:32])=[CH:26][CH:25]=1, predict the reactants needed to synthesize it.